Dataset: Forward reaction prediction with 1.9M reactions from USPTO patents (1976-2016). Task: Predict the product of the given reaction. (1) Given the reactants [NH2:1][C:2]1[C:3]2[N:4]([C:9]([C:12]3[CH:23]=[CH:22][C:15]([C:16]([NH:18][CH:19]4[CH2:21][CH2:20]4)=[O:17])=[C:14]([CH3:24])[CH:13]=3)=[CH:10][N:11]=2)[CH:5]=[C:6]([Br:8])[CH:7]=1.[F:25][C:26]([F:31])([F:30])[CH2:27][CH:28]=O.C(O[BH-](OC(=O)C)OC(=O)C)(=O)C.[Na+].FC(F)(F)C(O)=O, predict the reaction product. The product is: [Br:8][C:6]1[CH:7]=[C:2]([NH:1][CH2:28][CH2:27][C:26]([F:31])([F:30])[F:25])[C:3]2[N:4]([C:9]([C:12]3[CH:23]=[CH:22][C:15]([C:16]([NH:18][CH:19]4[CH2:20][CH2:21]4)=[O:17])=[C:14]([CH3:24])[CH:13]=3)=[CH:10][N:11]=2)[CH:5]=1. (2) Given the reactants C1(C)C=CC(S(O)(=O)=O)=CC=1.[C:12]([O:16][C:17]([NH:19][CH2:20][CH2:21][C:22]([NH:24][C:25]1[CH:26]=[C:27]([CH:32]=[CH:33][C:34]=1[NH:35][CH2:36][CH3:37])[C:28]([O:30][CH3:31])=[O:29])=O)=[O:18])([CH3:15])([CH3:14])[CH3:13], predict the reaction product. The product is: [C:12]([O:16][C:17]([NH:19][CH2:20][CH2:21][C:22]1[N:35]([CH2:36][CH3:37])[C:34]2[CH:33]=[CH:32][C:27]([C:28]([O:30][CH3:31])=[O:29])=[CH:26][C:25]=2[N:24]=1)=[O:18])([CH3:15])([CH3:14])[CH3:13]. (3) Given the reactants [C:1]([O:5][C:6](=[O:20])[CH2:7][CH:8]([NH:12][C:13](=[O:19])[CH2:14][S:15][C:16](=[O:18])[CH3:17])[C:9]([OH:11])=O)([CH3:4])([CH3:3])[CH3:2].CN1CCOCC1.C(O[C:33]([Cl:35])=O)C(C)C.[CH3:36][N:37]([N:44]=O)C(N[N+]([O-])=O)=N.[OH-].[K+].Cl.O1CCOCC1, predict the reaction product. The product is: [N+:37](=[CH2:36])=[N-:44].[C:1]([O:5][C:6](=[O:20])[CH2:7][CH:8]([NH:12][C:13](=[O:19])[CH2:14][S:15][C:16](=[O:18])[CH3:17])[C:9](=[O:11])[CH2:33][Cl:35])([CH3:2])([CH3:3])[CH3:4]. (4) Given the reactants [CH3:1][O:2][C:3]1[CH:9]=[CH:8][C:7]([N+:10]([O-:12])=[O:11])=[CH:6][C:4]=1[NH2:5].C([O-])(O)=O.[Na+].[C:18](O[C:18]([O:20][C:21]([CH3:24])([CH3:23])[CH3:22])=[O:19])([O:20][C:21]([CH3:24])([CH3:23])[CH3:22])=[O:19].C(N(CC)CC)C.Cl, predict the reaction product. The product is: [CH3:1][O:2][C:3]1[CH:9]=[CH:8][C:7]([N+:10]([O-:12])=[O:11])=[CH:6][C:4]=1[NH:5][C:18](=[O:19])[O:20][C:21]([CH3:24])([CH3:23])[CH3:22]. (5) Given the reactants Cl[C:2]1[C:11]([N:12]([CH:14]([CH3:16])[CH3:15])[CH3:13])=[N:10][C:9]2[C:4](=[CH:5][CH:6]=[C:7]([C:17]([O:19][CH3:20])=[O:18])[CH:8]=2)[N:3]=1.[N:21]1[CH:26]=[CH:25][C:24](B(O)O)=[CH:23][CH:22]=1.[O-]P([O-])([O-])=O.[K+].[K+].[K+], predict the reaction product. The product is: [CH:14]([N:12]([CH3:13])[C:11]1[C:2]([C:24]2[CH:25]=[CH:26][N:21]=[CH:22][CH:23]=2)=[N:3][C:4]2[C:9]([N:10]=1)=[CH:8][C:7]([C:17]([O:19][CH3:20])=[O:18])=[CH:6][CH:5]=2)([CH3:16])[CH3:15]. (6) The product is: [CH:12]1([NH:11][C:4]2[C:5]3[CH:10]=[CH:9][NH:8][C:6]=3[N:7]=[C:2]([NH:16][C:17]3[CH:18]=[CH:19][C:20]([N:23]([CH3:29])[C:24]([CH:26]4[CH2:27][CH2:28]4)=[O:25])=[CH:21][CH:22]=3)[N:3]=2)[CH2:15][CH2:14][CH2:13]1. Given the reactants Cl[C:2]1[N:3]=[C:4]([NH:11][CH:12]2[CH2:15][CH2:14][CH2:13]2)[C:5]2[CH:10]=[CH:9][NH:8][C:6]=2[N:7]=1.[NH2:16][C:17]1[CH:22]=[CH:21][C:20]([N:23]([CH3:29])[C:24]([CH:26]2[CH2:28][CH2:27]2)=[O:25])=[CH:19][CH:18]=1.C[Si](Cl)(C)C, predict the reaction product. (7) Given the reactants [CH2:1]([O:3][C:4]([C:6]1[NH:7][C:8]2[N:9]([N:13]=[C:14]([C:16]3[CH:21]=[CH:20][CH:19]=[CH:18][CH:17]=3)[CH:15]=2)[C:10](=O)[CH:11]=1)=[O:5])[CH3:2].C(OC(C1C=C([Cl:33])N2N=CC=C2N=1)=O)C, predict the reaction product. The product is: [CH2:1]([O:3][C:4]([C:6]1[CH:11]=[C:10]([Cl:33])[N:9]2[N:13]=[C:14]([C:16]3[CH:21]=[CH:20][CH:19]=[CH:18][CH:17]=3)[CH:15]=[C:8]2[N:7]=1)=[O:5])[CH3:2]. (8) Given the reactants [C:1]([O:5][C:6](=[O:35])[NH:7][CH2:8][CH:9]1[CH2:14][CH2:13][CH:12]([CH2:15][NH:16][C:17]2[C:22]([C:23](=O)[NH2:24])=[CH:21][N:20]=[C:19]([NH:26][CH2:27][C:28]3[CH:33]=[CH:32][CH:31]=[CH:30][C:29]=3[Cl:34])[CH:18]=2)[CH2:11][CH2:10]1)([CH3:4])([CH3:3])[CH3:2].CC[N+](S(N=C(OC)[O-])(=O)=O)(CC)CC.O, predict the reaction product. The product is: [C:1]([O:5][C:6](=[O:35])[NH:7][CH2:8][CH:9]1[CH2:10][CH2:11][CH:12]([CH2:15][NH:16][C:17]2[C:22]([C:23]#[N:24])=[CH:21][N:20]=[C:19]([NH:26][CH2:27][C:28]3[CH:33]=[CH:32][CH:31]=[CH:30][C:29]=3[Cl:34])[CH:18]=2)[CH2:13][CH2:14]1)([CH3:4])([CH3:2])[CH3:3]. (9) Given the reactants C1C=C(Cl)C=C(C(OO)=[O:9])C=1.[F:12][C:13]1[C:20]([O:21][CH3:22])=[C:19]([CH:23]=[CH2:24])[CH:18]=[CH:17][C:14]=1[C:15]#[N:16], predict the reaction product. The product is: [F:12][C:13]1[C:20]([O:21][CH3:22])=[C:19]([CH:23]2[CH2:24][O:9]2)[CH:18]=[CH:17][C:14]=1[C:15]#[N:16].